This data is from Forward reaction prediction with 1.9M reactions from USPTO patents (1976-2016). The task is: Predict the product of the given reaction. Given the reactants [S:1]([Cl:4])(Cl)=[O:2].N[C:6]1[CH:7]=[CH:8][C:9]([Cl:12])=[N:10][CH:11]=1.Cl.N([O-])=[O:15].[Na+], predict the reaction product. The product is: [Cl:12][C:9]1[CH:8]=[CH:7][C:6]([S:1]([Cl:4])(=[O:2])=[O:15])=[CH:11][N:10]=1.